This data is from Catalyst prediction with 721,799 reactions and 888 catalyst types from USPTO. The task is: Predict which catalyst facilitates the given reaction. Reactant: [C:1]([O:5][C:6]([N:8]1[CH:12]([C:13](O)=[O:14])[CH:11]([CH3:16])[O:10][C:9]1([CH3:18])[CH3:17])=[O:7])([CH3:4])([CH3:3])[CH3:2].C1C=CC2N(O)N=[N:25]C=2C=1.CCN=C=NCCCN(C)C.Cl.Cl.[NH4+].[Cl-].CCN(C(C)C)C(C)C. Product: [C:13]([CH:12]1[CH:11]([CH3:16])[O:10][C:9]([CH3:18])([CH3:17])[N:8]1[C:6]([O:5][C:1]([CH3:4])([CH3:3])[CH3:2])=[O:7])(=[O:14])[NH2:25]. The catalyst class is: 2.